Dataset: Reaction yield outcomes from USPTO patents with 853,638 reactions. Task: Predict the reaction yield, written as a fraction of the theoretical maximum amount of product (1.0 means a 100% yield; for example, 0.34 means a 34% yield). The reactants are [C:1]([C:3]1[CH:8]=[CH:7][C:6]([C:9]2([O:12][CH:13]([CH3:15])[CH3:14])[CH2:11][CH2:10]2)=[CH:5][C:4]=1C)#[CH:2].[CH3:17][O:18][C:19](=[O:28])[CH2:20][C:21]1[CH:26]=[CH:25][C:24](I)=[CH:23][CH:22]=1.[CH2:29](N(CC)CC)C. The catalyst is [Cu]I.Cl[Pd](Cl)([P](C1C=CC=CC=1)(C1C=CC=CC=1)C1C=CC=CC=1)[P](C1C=CC=CC=1)(C1C=CC=CC=1)C1C=CC=CC=1. The product is [CH:13]([O:12][C:9]1([C:6]2[CH:5]=[CH:4][C:3]([C:1]#[C:2][C:24]3[CH:25]=[CH:26][C:21]([CH2:20][C:19]([O:18][CH3:17])=[O:28])=[CH:22][CH:23]=3)=[CH:8][C:7]=2[CH3:29])[CH2:10][CH2:11]1)([CH3:14])[CH3:15]. The yield is 0.710.